This data is from Catalyst prediction with 721,799 reactions and 888 catalyst types from USPTO. The task is: Predict which catalyst facilitates the given reaction. (1) Reactant: [CH2:1]([OH:8])[C:2]1[CH:7]=[CH:6][CH:5]=[CH:4][CH:3]=1.[O:9]=[P:10](Cl)([Cl:12])[Cl:11].C(O)CCO.C([O-])(O)=O.[Na+]. Product: [P:10]([Cl:12])([Cl:11])([O:8][CH2:1][C:2]1[CH:7]=[CH:6][CH:5]=[CH:4][CH:3]=1)=[O:9]. The catalyst class is: 2. (2) Reactant: [CH3:1][O:2][C:3]1[CH:12]=[C:11]2[C:6]([C:7]([CH3:17])=[CH:8][C:9](=[O:16])[N:10]2[CH2:13][CH:14]=O)=[CH:5][CH:4]=1.[N:18]1([C:24]([O:26][C:27]([CH3:30])([CH3:29])[CH3:28])=[O:25])[CH2:23][CH2:22][NH:21][CH2:20][CH2:19]1.C(O[BH-](OC(=O)C)OC(=O)C)(=O)C.[Na+].C(=O)([O-])O.[Na+]. Product: [CH3:1][O:2][C:3]1[CH:12]=[C:11]2[C:6]([C:7]([CH3:17])=[CH:8][C:9](=[O:16])[N:10]2[CH2:13][CH2:14][N:21]2[CH2:20][CH2:19][N:18]([C:24]([O:26][C:27]([CH3:30])([CH3:29])[CH3:28])=[O:25])[CH2:23][CH2:22]2)=[CH:5][CH:4]=1. The catalyst class is: 671.